This data is from Catalyst prediction with 721,799 reactions and 888 catalyst types from USPTO. The task is: Predict which catalyst facilitates the given reaction. (1) Reactant: [CH:1]1([C@H:7]([NH:33][C:34]([C@@H:36]2[CH2:41][CH2:40][CH2:39][CH2:38][N:37]2[CH:42]([CH3:44])[CH3:43])=[O:35])[C:8]([NH:10][C@@H:11]([C:29]([CH3:32])([CH3:31])[CH3:30])[C:12]([N:14]2[C@H:25]([C:26](O)=[O:27])[CH2:24][C@:16]3([C:21]([CH3:23])([CH3:22])[C:17]43[CH2:20][CH2:19][CH2:18]4)[CH2:15]2)=[O:13])=[O:9])[CH2:6][CH2:5][CH2:4][CH2:3][CH2:2]1.CN(C(ON1N=NC2C=CC=NC1=2)=[N+](C)C)C.F[P-](F)(F)(F)(F)F.CCN(C(C)C)C(C)C.[NH2:78][C@:79]1([C:84]([NH:86][S:87]([C:90]2([CH3:93])[CH2:92][CH2:91]2)(=[O:89])=[O:88])=[O:85])[CH2:81][C@H:80]1[CH2:82][CH3:83].IC. Product: [CH:1]1([C@H:7]([NH:33][C:34]([C@@H:36]2[CH2:41][CH2:40][CH2:39][CH2:38][N:37]2[CH:42]([CH3:44])[CH3:43])=[O:35])[C:8]([NH:10][C@@H:11]([C:29]([CH3:30])([CH3:32])[CH3:31])[C:12]([N:14]2[C@H:25]([C:26]([NH:78][C@:79]3([C:84](=[O:85])[NH:86][S:87]([C:90]4([CH3:93])[CH2:92][CH2:91]4)(=[O:89])=[O:88])[CH2:81][C@H:80]3[CH2:82][CH3:83])=[O:27])[CH2:24][C@:16]3([C:21]([CH3:23])([CH3:22])[C:17]43[CH2:18][CH2:19][CH2:20]4)[CH2:15]2)=[O:13])=[O:9])[CH2:2][CH2:3][CH2:4][CH2:5][CH2:6]1. The catalyst class is: 3. (2) Reactant: [Cl:1][C:2]1[CH:3]=[CH:4][C:5]([CH2:9][CH3:10])=[C:6]([CH:8]=1)[NH2:7].CO[CH:13]1[CH2:17][CH2:16][CH:15](OC)O1. Product: [Cl:1][C:2]1[CH:3]=[CH:4][C:5]([CH2:9][CH3:10])=[C:6]([N:7]2[CH:13]=[CH:17][CH:16]=[CH:15]2)[CH:8]=1. The catalyst class is: 52. (3) Reactant: N[C:2]1[CH:3]=[CH:4][C:5]([O:40][CH3:41])=[C:6]([C:8]2[CH:13]=[CH:12][C:11]([C:14]([F:17])([F:16])[F:15])=[CH:10][C:9]=2[CH2:18][N:19]2[C@@H:23]([CH3:24])[C@@H:22]([C:25]3[CH:30]=[C:29]([C:31]([F:34])([F:33])[F:32])[CH:28]=[C:27]([C:35]([F:38])([F:37])[F:36])[CH:26]=3)[O:21][C:20]2=[O:39])[CH:7]=1.N#N.[CH3:44][S:45]SC.N(OC(C)(C)C)=O. Product: [F:36][C:35]([F:38])([F:37])[C:27]1[CH:26]=[C:25]([C@H:22]2[O:21][C:20](=[O:39])[N:19]([CH2:18][C:9]3[CH:10]=[C:11]([C:14]([F:15])([F:17])[F:16])[CH:12]=[CH:13][C:8]=3[C:6]3[CH:7]=[C:2]([S:45][CH3:44])[CH:3]=[CH:4][C:5]=3[O:40][CH3:41])[C@H:23]2[CH3:24])[CH:30]=[C:29]([C:31]([F:32])([F:33])[F:34])[CH:28]=1. The catalyst class is: 22.